The task is: Predict the reaction yield, written as a fraction of the theoretical maximum amount of product (1.0 means a 100% yield; for example, 0.34 means a 34% yield).. This data is from Reaction yield outcomes from USPTO patents with 853,638 reactions. (1) The reactants are [CH:1]([C@H:14]1[O:19][CH2:18][C@@H:17]([NH2:20])[CH2:16][CH2:15]1)([C:8]1[CH:13]=[CH:12][CH:11]=[CH:10][CH:9]=1)[C:2]1[CH:7]=[CH:6][CH:5]=[CH:4][CH:3]=1.[CH3:21][O:22][C:23]1[CH:30]=[CH:29][C:26]([CH:27]=O)=[CH:25][CH:24]=1.C(O)(=O)C.[BH3-]C#N.[Na+]. The catalyst is ClCCCl.CO. The product is [CH:1]([C@H:14]1[O:19][CH2:18][C@@H:17]([NH:20][CH2:27][C:26]2[CH:29]=[CH:30][C:23]([O:22][CH3:21])=[CH:24][CH:25]=2)[CH2:16][CH2:15]1)([C:8]1[CH:13]=[CH:12][CH:11]=[CH:10][CH:9]=1)[C:2]1[CH:3]=[CH:4][CH:5]=[CH:6][CH:7]=1. The yield is 0.780. (2) The reactants are [Cl:1][C:2]1[C:3]2[C:10]([CH2:11][CH2:12][OH:13])=[CH:9][N:8]([C@@H:14]3[O:29][C@H:28]([CH2:30][O:31][CH2:32][C:33]4[CH:38]=[CH:37][C:36]([Cl:39])=[CH:35][C:34]=4[Cl:40])[C@@H:17]([O:18][CH2:19][C:20]4[CH:25]=[CH:24][C:23]([Cl:26])=[CH:22][C:21]=4[Cl:27])[C@@:15]3([CH3:41])[OH:16])[C:4]=2[N:5]=[CH:6][N:7]=1.C1(P(C2C=CC=CC=2)C2C=CC=CC=2)C=CC=CC=1.O[N:62]1[C:66](=[O:67])[C:65]2=[CH:68][CH:69]=[CH:70][CH:71]=[C:64]2[C:63]1=[O:72].CCOC(/N=N/C(OCC)=O)=O. The catalyst is C1COCC1.O.C(Cl)Cl. The product is [Cl:1][C:2]1[C:3]2[C:10]([CH2:11][CH2:12][O:13][N:62]3[C:63](=[O:72])[C:64]4=[CH:71][CH:70]=[CH:69][CH:68]=[C:65]4[C:66]3=[O:67])=[CH:9][N:8]([C@@H:14]3[O:29][C@H:28]([CH2:30][O:31][CH2:32][C:33]4[CH:38]=[CH:37][C:36]([Cl:39])=[CH:35][C:34]=4[Cl:40])[C@@H:17]([O:18][CH2:19][C:20]4[CH:25]=[CH:24][C:23]([Cl:26])=[CH:22][C:21]=4[Cl:27])[C@@:15]3([CH3:41])[OH:16])[C:4]=2[N:5]=[CH:6][N:7]=1. The yield is 0.850. (3) The reactants are [F:1][C:2]([F:28])([C:7]1[CH:11]=[C:10]([NH:12][C:13](=[O:21])OC2C=CC=CC=2)[N:9]([C:22]2[CH:27]=[CH:26][CH:25]=[CH:24][CH:23]=2)[N:8]=1)[C:3]([F:6])([F:5])[F:4].[CH3:29][O:30][C:31]1[CH:32]=[C:33]2[C:38](=[CH:39][C:40]=1[O:41][CH3:42])[N:37]=[CH:36][N:35]=[C:34]2[O:43][C:44]1[CH:45]=[C:46]([CH:48]=[CH:49][CH:50]=1)[NH2:47].C(N(C(C)C)CC)C. The catalyst is C1COCC1. The product is [CH3:29][O:30][C:31]1[CH:32]=[C:33]2[C:38](=[CH:39][C:40]=1[O:41][CH3:42])[N:37]=[CH:36][N:35]=[C:34]2[O:43][C:44]1[CH:45]=[C:46]([NH:47][C:13]([NH:12][C:10]2[N:9]([C:22]3[CH:23]=[CH:24][CH:25]=[CH:26][CH:27]=3)[N:8]=[C:7]([C:2]([F:1])([F:28])[C:3]([F:4])([F:6])[F:5])[CH:11]=2)=[O:21])[CH:48]=[CH:49][CH:50]=1. The yield is 0.390. (4) The reactants are [CH2:1]([O:8][C:9]1[CH:18]=[CH:17][C:12]([C:13]([O:15]C)=[O:14])=[CH:11][C:10]=1/[C:19](/[CH3:22])=[CH:20]\[CH3:21])[C:2]1[CH:7]=[CH:6][CH:5]=[CH:4][CH:3]=1.[OH-].[K+]. The catalyst is CO.O. The product is [CH2:1]([O:8][C:9]1[CH:18]=[CH:17][C:12]([C:13]([OH:15])=[O:14])=[CH:11][C:10]=1/[C:19](/[CH3:22])=[CH:20]\[CH3:21])[C:2]1[CH:3]=[CH:4][CH:5]=[CH:6][CH:7]=1. The yield is 0.820. (5) The reactants are [NH2:1][CH:2]([C:6]1[N:15]([CH2:16][C:17]2[CH:22]=[CH:21][CH:20]=[CH:19][CH:18]=2)[C:14](=[O:23])[C:13]2[C:8](=[CH:9][C:10]([Cl:24])=[CH:11][CH:12]=2)[N:7]=1)[CH:3]([CH3:5])[CH3:4].[C:25]([O:29][C:30](=[O:37])[NH:31][C:32]([CH3:36])([CH3:35])[CH:33]=O)([CH3:28])([CH3:27])[CH3:26].C(O[BH-](OC(=O)C)OC(=O)C)(=O)C.[Na+]. The catalyst is ClCCl. The product is [C:25]([O:29][C:30](=[O:37])[NH:31][C:32]([CH3:36])([CH3:35])[CH2:33][NH:1][CH:2]([C:6]1[N:15]([CH2:16][C:17]2[CH:18]=[CH:19][CH:20]=[CH:21][CH:22]=2)[C:14](=[O:23])[C:13]2[C:8](=[CH:9][C:10]([Cl:24])=[CH:11][CH:12]=2)[N:7]=1)[CH:3]([CH3:5])[CH3:4])([CH3:28])([CH3:27])[CH3:26]. The yield is 0.990. (6) The product is [Br:1][C:2]1[CH:7]=[C:6]([C:8]([F:17])([C:13]([F:15])([F:14])[F:16])[C:9]([F:10])([F:12])[F:11])[CH:5]=[C:4]([Cl:18])[C:3]=1[NH:19][C:20](=[O:31])[C:21]1[CH:26]=[CH:25][CH:24]=[C:23]([N+:27]([O-:29])=[O:28])[C:22]=1[O:33][CH3:32]. The yield is 0.750. The catalyst is CO. The reactants are [Br:1][C:2]1[CH:7]=[C:6]([C:8]([F:17])([C:13]([F:16])([F:15])[F:14])[C:9]([F:12])([F:11])[F:10])[CH:5]=[C:4]([Cl:18])[C:3]=1[NH:19][C:20](=[O:31])[C:21]1[CH:26]=[CH:25][CH:24]=[C:23]([N+:27]([O-:29])=[O:28])[C:22]=1F.[C:32](=O)([O-])[O-:33].[K+].[K+]. (7) The reactants are C[N:2](C)/[C:3](/[CH3:14])=[CH:4]/[C:5]([C:7]1[CH:12]=[CH:11][C:10]([CH3:13])=[CH:9][CH:8]=1)=O.[NH:16]([C:18]1[CH:19]=[C:20]([CH:23]=[CH:24][N:25]=1)[C:21]#[N:22])N.CC(O)=O. The catalyst is CCO. The product is [CH3:14][C:3]1[CH:4]=[C:5]([C:7]2[CH:12]=[CH:11][C:10]([CH3:13])=[CH:9][CH:8]=2)[N:16]([C:18]2[CH:19]=[C:20]([C:21]#[N:22])[CH:23]=[CH:24][N:25]=2)[N:2]=1. The yield is 0.556. (8) The reactants are [C:1]([C:5]1[CH:10]=[CH:9][C:8]([N+:11]([O-:13])=[O:12])=[CH:7][C:6]=1[NH2:14])#[C:2]CC.FC(F)(F)C(O[C:20](=O)[C:21](F)(F)F)=O.C(=O)([O-])[O-].[K+].[K+].[I:34]I. The catalyst is C1COCC1.O.C(OCC)(=O)C. The product is [CH2:20]([N:14]1[C:6]2[C:5](=[CH:10][CH:9]=[C:8]([N+:11]([O-:13])=[O:12])[CH:7]=2)[C:1]([I:34])=[CH:2]1)[CH3:21]. The yield is 0.800. (9) The reactants are C(OC([N:8]1[CH2:13][CH2:12][N:11]([C:14]2[CH:15]=[N:16][C:17]([NH:20][C:21]3[N:22]=[CH:23][C:24]4[CH:30]=[C:29]([CH2:31][O:32]C(=O)C)[C:28](=[O:36])[N:27]([CH:37]5[CH2:41][CH2:40][CH2:39][CH2:38]5)[C:25]=4[N:26]=3)=[CH:18][CH:19]=2)[CH2:10][CH2:9]1)=O)(C)(C)C.C(Cl)(Cl)[Cl:43]. No catalyst specified. The product is [ClH:43].[CH:37]1([N:27]2[C:25]3[N:26]=[C:21]([NH:20][C:17]4[CH:18]=[CH:19][C:14]([N:11]5[CH2:10][CH2:9][NH:8][CH2:13][CH2:12]5)=[CH:15][N:16]=4)[N:22]=[CH:23][C:24]=3[CH:30]=[C:29]([CH2:31][OH:32])[C:28]2=[O:36])[CH2:38][CH2:39][CH2:40][CH2:41]1. The yield is 0.930.